Dataset: Reaction yield outcomes from USPTO patents with 853,638 reactions. Task: Predict the reaction yield, written as a fraction of the theoretical maximum amount of product (1.0 means a 100% yield; for example, 0.34 means a 34% yield). (1) The yield is 0.330. The product is [O:25]1[C:29]2[CH:30]=[CH:31][CH:32]=[CH:33][C:28]=2[CH:27]=[C:26]1[C:23]1[CH:22]=[CH:21][C:4]([C:5]([NH:7][S:8]([C:11]2[CH:16]=[CH:15][CH:14]=[CH:13][C:12]=2[S:17](=[O:20])(=[O:19])[NH2:18])(=[O:10])=[O:9])=[O:6])=[CH:3][C:2]=1[Br:1]. The reactants are [Br:1][C:2]1[CH:3]=[C:4]([CH:21]=[CH:22][C:23]=1I)[C:5]([NH:7][S:8]([C:11]1[CH:16]=[CH:15][CH:14]=[CH:13][C:12]=1[S:17](=[O:20])(=[O:19])[NH2:18])(=[O:10])=[O:9])=[O:6].[O:25]1[C:29]2[CH:30]=[CH:31][CH:32]=[CH:33][C:28]=2[CH:27]=[C:26]1B(O)O. No catalyst specified. (2) The reactants are [CH3:1][O:2][C:3]1[CH:9]=[CH:8][C:6]([NH2:7])=[CH:5][CH:4]=1.[N:10]([O-])=O.[Na+].C([O-])(=O)C.[Na+].[C:19]([CH2:22][C:23](=[O:25])[CH3:24])(=[O:21])[CH3:20]. The catalyst is C(O)(=O)C.Cl.O.C(O)C. The product is [CH3:1][O:2][C:3]1[CH:9]=[CH:8][C:6]([NH:7][N:10]=[C:22]([C:23](=[O:25])[CH3:24])[C:19](=[O:21])[CH3:20])=[CH:5][CH:4]=1. The yield is 0.500. (3) The catalyst is CN(C=O)C. The reactants are [F:1][CH:2]([F:5])[CH2:3]I.[Br:6][C:7]1[CH:8]=[C:9]2[C:13](=[N:14][CH:15]=1)[NH:12][CH:11]=[CH:10]2.C(=O)([O-])[O-].[Cs+].[Cs+]. The yield is 0.650. The product is [Br:6][C:7]1[CH:8]=[C:9]2[CH:10]=[CH:11][N:12]([CH2:3][CH:2]([F:5])[F:1])[C:13]2=[N:14][CH:15]=1.